Dataset: Reaction yield outcomes from USPTO patents with 853,638 reactions. Task: Predict the reaction yield, written as a fraction of the theoretical maximum amount of product (1.0 means a 100% yield; for example, 0.34 means a 34% yield). (1) The reactants are [C:1]1([CH:7]([CH2:9][CH2:10][CH2:11][CH2:12][CH2:13][CH2:14][CH2:15][CH2:16][CH2:17][CH2:18][CH3:19])[CH3:8])[CH:6]=[CH:5][CH:4]=[CH:3][CH:2]=1.S(=O)(=O)(O)O.CO[CH2:27][Br:28]. The catalyst is O. The product is [Br:28][CH2:27][C:4]1[CH:5]=[CH:6][C:1]([CH:7]([CH2:9][CH2:10][CH2:11][CH2:12][CH2:13][CH2:14][CH2:15][CH2:16][CH2:17][CH2:18][CH3:19])[CH3:8])=[CH:2][CH:3]=1. The yield is 0.140. (2) The reactants are C(=O)([O-])[O-].[Cs+].[Cs+].[O:7]1[CH2:12][CH2:11][O:10][C:9]2[CH:13]=[C:14]([C:17]3[C:18]([CH3:34])=[C:19]([CH:31]=[CH:32][CH:33]=3)[CH2:20][O:21][C:22]3[CH:29]=[CH:28][C:25]([CH:26]=[O:27])=[C:24]([OH:30])[CH:23]=3)[CH:15]=[CH:16][C:8]1=2.Cl[CH2:36][C:37]1[CH:38]=[C:39]([CH:43]=[CH:44][CH:45]=1)[C:40]([NH2:42])=[O:41].Cl. The catalyst is CN(C)C=O. The product is [O:7]1[CH2:12][CH2:11][O:10][C:9]2[CH:13]=[C:14]([C:17]3[C:18]([CH3:34])=[C:19]([CH:31]=[CH:32][CH:33]=3)[CH2:20][O:21][C:22]3[CH:29]=[CH:28][C:25]([CH:26]=[O:27])=[C:24]([CH:23]=3)[O:30][CH2:36][C:37]3[CH:38]=[C:39]([CH:43]=[CH:44][CH:45]=3)[C:40]([NH2:42])=[O:41])[CH:15]=[CH:16][C:8]1=2. The yield is 0.420.